Task: Predict the reactants needed to synthesize the given product.. Dataset: Full USPTO retrosynthesis dataset with 1.9M reactions from patents (1976-2016) (1) Given the product [C:1]([NH:4][C:5]1[CH:10]=[C:9]([C:19]2[S:20][CH:21]=[CH:22][N:23]=2)[N:8]=[C:7]([C:12]([O:14][CH3:15])=[O:13])[C:6]=1[Cl:16])(=[O:3])[CH3:2], predict the reactants needed to synthesize it. The reactants are: [C:1]([NH:4][C:5]1[CH:10]=[C:9](Cl)[N:8]=[C:7]([C:12]([O:14][CH3:15])=[O:13])[C:6]=1[Cl:16])(=[O:3])[CH3:2].C[Sn](C)(C)[C:19]1[S:20][CH:21]=[CH:22][N:23]=1. (2) Given the product [C:1]([O:5][C:6]([N:8]1[CH2:11][CH2:10][CH:12]([C:40]2[CH:61]=[CH:60][C:43]3[C:44]4[N:48]([CH2:49][CH2:50][O:51][C:42]=3[CH:41]=2)[CH:47]=[C:46]([C:52]2[N:53]([CH:57]([CH3:59])[CH3:58])[N:54]=[CH:55][N:56]=2)[N:45]=4)[CH2:38][CH2:37]1)=[O:7])([CH3:2])([CH3:3])[CH3:4].[C:1]([O:5][C:6]([N:8]1[CH2:11][CH2:10][CH2:12][CH2:38][CH2:37]1)=[O:7])([CH3:2])([CH3:3])[CH3:4], predict the reactants needed to synthesize it. The reactants are: [C:1]([O:5][C:6]([N:8]1[CH2:11][CH:10]([C:12]2[CH:38]=[CH:37]C3C4C(CCOC=3C=2)=CN(C2N(C3C=CC(F)=CC=3F)N=CN=2)N=4)C1)=[O:7])([CH3:4])([CH3:3])[CH3:2].Br[C:40]1[CH:61]=[CH:60][C:43]2[C:44]3[N:48]([CH2:49][CH2:50][O:51][C:42]=2[CH:41]=1)[CH:47]=[C:46]([C:52]1[N:53]([CH:57]([CH3:59])[CH3:58])[N:54]=[CH:55][N:56]=1)[N:45]=3. (3) Given the product [CH2:32]([O:31][C:29](=[O:30])[NH:18][CH2:17][CH:14]1[CH2:13][C:12]2[CH:11]=[CH:10][CH:9]=[C:8]([C:4]3[CH:5]=[CH:6][CH:7]=[C:2]([F:1])[CH:3]=3)[C:16]=2[O:15]1)[C:33]1[CH:38]=[CH:37][CH:36]=[CH:35][CH:34]=1, predict the reactants needed to synthesize it. The reactants are: [F:1][C:2]1[CH:3]=[C:4]([C:8]2[C:16]3[O:15][CH:14]([CH2:17][NH2:18])[CH2:13][C:12]=3[CH:11]=[CH:10][CH:9]=2)[CH:5]=[CH:6][CH:7]=1.C(N(C(C)C)CC)(C)C.Cl[C:29]([O:31][CH2:32][C:33]1[CH:38]=[CH:37][CH:36]=[CH:35][CH:34]=1)=[O:30].C(OC(=O)NCC1CC2C=CC=C(C3CCCC3)C=2O1)C1C=CC=CC=1. (4) Given the product [CH3:9][O:10][C:11](=[O:21])[CH:12]([NH:13][C:5](=[O:6])[CH2:4][CH2:3][S:2][CH3:1])[CH2:14][C:15]1[CH:20]=[CH:19][CH:18]=[CH:17][CH:16]=1, predict the reactants needed to synthesize it. The reactants are: [CH3:1][S:2][CH2:3][CH2:4][C:5](Cl)=[O:6].Cl.[CH3:9][O:10][C:11](=[O:21])[C@H:12]([CH2:14][C:15]1[CH:20]=[CH:19][CH:18]=[CH:17][CH:16]=1)[NH2:13].C(N(CC)CC)C. (5) Given the product [F:36][CH:2]([F:1])[C:3]1[N:7]([C:8]2[CH:13]=[C:12]([N:14]3[CH2:19][CH2:18][O:17][CH2:16][CH2:15]3)[N:11]=[C:10]([NH:20][CH2:21][C@H:22]3[CH2:27][CH2:26][C@H:25]([N:28]([CH2:29][CH2:30][F:31])[CH2:46][CH2:47][CH2:48][OH:49])[CH2:24][CH2:23]3)[CH:9]=2)[C:6]2[CH:32]=[CH:33][CH:34]=[CH:35][C:5]=2[N:4]=1, predict the reactants needed to synthesize it. The reactants are: [F:1][CH:2]([F:36])[C:3]1[N:7]([C:8]2[CH:13]=[C:12]([N:14]3[CH2:19][CH2:18][O:17][CH2:16][CH2:15]3)[N:11]=[C:10]([NH:20][CH2:21][C@H:22]3[CH2:27][CH2:26][C@H:25]([NH:28][CH2:29][CH2:30][F:31])[CH2:24][CH2:23]3)[CH:9]=2)[C:6]2[CH:32]=[CH:33][CH:34]=[CH:35][C:5]=2[N:4]=1.P([O-])([O-])([O-])=O.[K+].[K+].[K+].Br[CH2:46][CH2:47][CH2:48][OH:49].O. (6) Given the product [CH2:1]([N:8]1[CH2:13][CH2:12][C:11]([CH2:18][NH:19][C@@H:26]2[CH2:28][C@H:27]2[C:29]2[CH:30]=[CH:31][CH:32]=[CH:33][CH:34]=2)([C:14]([OH:16])=[O:15])[CH2:10][CH2:9]1)[C:2]1[CH:7]=[CH:6][CH:5]=[CH:4][CH:3]=1, predict the reactants needed to synthesize it. The reactants are: [CH2:1]([N:8]1[CH2:13][CH2:12][C:11]([CH2:18][N:19]([C@@H:26]2[CH2:28][C@H:27]2[C:29]2[CH:34]=[CH:33][CH:32]=[CH:31][CH:30]=2)C(=O)C(F)(F)F)([C:14]([O:16]C)=[O:15])[CH2:10][CH2:9]1)[C:2]1[CH:7]=[CH:6][CH:5]=[CH:4][CH:3]=1.[OH-].[Na+]. (7) Given the product [CH3:23][O:22][C:19]1[CH:20]=[C:21]2[C:16]([CH:15]=[CH:14][C:13]([O:24][S:25]([C:28]([F:31])([F:30])[F:29])(=[O:27])=[O:26])=[C:12]2[C:5]2[C:6]3[C:11](=[CH:10][CH:9]=[CH:8][CH:7]=3)[C:2]([NH:40][C@@H:38]([C:32]3[CH:37]=[CH:36][CH:35]=[CH:34][CH:33]=3)[CH3:39])=[N:3][N:4]=2)=[CH:17][CH:18]=1, predict the reactants needed to synthesize it. The reactants are: Cl[C:2]1[C:11]2[C:6](=[CH:7][CH:8]=[CH:9][CH:10]=2)[C:5]([C:12]2[C:21]3[C:16](=[CH:17][CH:18]=[C:19]([O:22][CH3:23])[CH:20]=3)[CH:15]=[CH:14][C:13]=2[O:24][S:25]([C:28]([F:31])([F:30])[F:29])(=[O:27])=[O:26])=[N:4][N:3]=1.[C:32]1([C@H:38]([NH2:40])[CH3:39])[CH:37]=[CH:36][CH:35]=[CH:34][CH:33]=1.